This data is from Catalyst prediction with 721,799 reactions and 888 catalyst types from USPTO. The task is: Predict which catalyst facilitates the given reaction. (1) Reactant: [CH3:1][C:2]1[N:11]2[C:5]([CH:6]([O:16][CH:17]3[CH2:22][CH2:21][N:20]([CH3:23])[CH2:19][CH2:18]3)[C:7]3[CH:15]=[CH:14][CH:13]=[CH:12][C:8]=3[CH2:9][CH2:10]2)=[N:4][C:3]=1[C:24]1[CH:29]=[CH:28][C:27]([NH2:30])=[CH:26][CH:25]=1.CCN(C(C)C)C(C)C.[C:40]([N:44]=[C:45]=[O:46])([CH3:43])([CH3:42])[CH3:41].[OH-].[Na+]. Product: [C:40]([NH:44][C:45]([NH:30][C:27]1[CH:28]=[CH:29][C:24]([C:3]2[N:4]=[C:5]3[N:11]([CH2:10][CH2:9][C:8]4[CH:12]=[CH:13][CH:14]=[CH:15][C:7]=4[CH:6]3[O:16][CH:17]3[CH2:18][CH2:19][N:20]([CH3:23])[CH2:21][CH2:22]3)[C:2]=2[CH3:1])=[CH:25][CH:26]=1)=[O:46])([CH3:43])([CH3:42])[CH3:41]. The catalyst class is: 47. (2) Reactant: [OH:1][CH2:2][C@@H:3]1[O:7][C:6](=[O:8])[N:5]([C:9]2[CH:14]=[CH:13][C:12]([C:15]3[CH2:16][CH2:17][O:18][CH2:19][CH:20]=3)=[C:11]([F:21])[CH:10]=2)[CH2:4]1.O[C:23]1[CH:27]=[C:26]([CH3:28])[O:25][N:24]=1.C1(P(C2C=CC=CC=2)C2C=CC=CC=2)C=CC=CC=1.CC(OC(/N=N/C(OC(C)C)=O)=O)C. Product: [CH3:28][C:26]1[O:25][N:24]=[C:23]([O:1][CH2:2][C@@H:3]2[O:7][C:6](=[O:8])[N:5]([C:9]3[CH:14]=[CH:13][C:12]([C:15]4[CH2:16][CH2:17][O:18][CH2:19][CH:20]=4)=[C:11]([F:21])[CH:10]=3)[CH2:4]2)[CH:27]=1. The catalyst class is: 1. (3) Reactant: [CH2:1]([OH:3])[CH3:2].[F:4][C:5]1[CH:13]=[C:12]([F:14])[C:11]([N+:15]([O-:17])=[O:16])=[CH:10][C:6]=1[C:7](Cl)=[O:8]. Product: [CH2:1]([O:3][C:7](=[O:8])[C:6]1[CH:10]=[C:11]([N+:15]([O-:17])=[O:16])[C:12]([F:14])=[CH:13][C:5]=1[F:4])[CH3:2]. The catalyst class is: 1. (4) Reactant: F[C:2]1[CH:9]=[CH:8][C:5]([C:6]#[N:7])=[CH:4][C:3]=1[N+:10]([O-:12])=[O:11].[C:13]([O:20][CH3:21])(=[O:19])[CH2:14][C:15]([O:17][CH3:18])=[O:16].[H-].[Na+]. Product: [C:6]([C:5]1[CH:8]=[CH:9][C:2]([CH:14]([C:13]([O:20][CH3:21])=[O:19])[C:15]([O:17][CH3:18])=[O:16])=[C:3]([N+:10]([O-:12])=[O:11])[CH:4]=1)#[N:7]. The catalyst class is: 3. (5) Reactant: [F:1][C:2]([F:27])([F:26])[C:3]1[CH:25]=[CH:24][CH:23]=[CH:22][C:4]=1[C:5]([N:7]1[CH2:12][CH2:11][N:10]([C:13]2[S:14][C:15]([C:18](OC)=[O:19])=[CH:16][N:17]=2)[CH2:9][CH2:8]1)=[O:6].[H-].[H-].[H-].[H-].[Li+].[Al+3]. Product: [F:27][C:2]([F:1])([F:26])[C:3]1[CH:25]=[CH:24][CH:23]=[CH:22][C:4]=1[C:5]([N:7]1[CH2:8][CH2:9][N:10]([C:13]2[S:14][C:15]([CH2:18][OH:19])=[CH:16][N:17]=2)[CH2:11][CH2:12]1)=[O:6]. The catalyst class is: 1. (6) Reactant: [CH3:1][N:2]1[C:10]2[C:5](=[CH:6][C:7]([N:11]3[CH:15]=[CH:14][CH:13]=[CH:12]3)=[CH:8][CH:9]=2)[C:4]([C:16]2[CH:21]=[CH:20][CH:19]=[CH:18][CH:17]=2)=[C:3]1[C:22](O)=[O:23].Cl.CN(C)CCCN=C=NCC.Cl.C([O:40][C:41](=[O:51])[C@H:42]([CH2:44][C:45]1[CH:50]=[CH:49][CH:48]=[CH:47][CH:46]=1)[NH2:43])C.CN1CCOCC1.O.[OH-].[Li+]. Product: [CH3:1][N:2]1[C:10]2[C:5](=[CH:6][C:7]([N:11]3[CH:12]=[CH:13][CH:14]=[CH:15]3)=[CH:8][CH:9]=2)[C:4]([C:16]2[CH:21]=[CH:20][CH:19]=[CH:18][CH:17]=2)=[C:3]1[C:22]([NH:43][C@H:42]([C:41]([OH:40])=[O:51])[CH2:44][C:45]1[CH:46]=[CH:47][CH:48]=[CH:49][CH:50]=1)=[O:23]. The catalyst class is: 2. (7) Reactant: Cl[C:2]1[N:10]=[CH:9][N:8]=[C:7]2[C:3]=1[N:4]=[C:5]([CH2:16][O:17][CH2:18][P:19]([O:24][CH2:25][CH3:26])([O:21][CH2:22][CH3:23])=[O:20])[N:6]2[CH2:11][C:12]([CH3:15])([CH3:14])[CH3:13].[NH3:27]. Product: [CH2:22]([O:21][P:19]([CH2:18][O:17][CH2:16][C:5]1[N:6]([CH2:11][C:12]([CH3:15])([CH3:14])[CH3:13])[C:7]2[C:3]([N:4]=1)=[C:2]([NH2:27])[N:10]=[CH:9][N:8]=2)([O:24][CH2:25][CH3:26])=[O:20])[CH3:23]. The catalyst class is: 774. (8) Reactant: Cl[C:2]1[CH:9]=[CH:8][C:5]([C:6]#[N:7])=[CH:4][CH:3]=1.[F-:10].[K+]. Product: [F:10][C:2]1[CH:9]=[CH:8][C:5]([C:6]#[N:7])=[CH:4][CH:3]=1. The catalyst class is: 16.